This data is from Forward reaction prediction with 1.9M reactions from USPTO patents (1976-2016). The task is: Predict the product of the given reaction. (1) Given the reactants [Cl:1][C:2]1[CH:7]=[CH:6][C:5](B(O)O)=[CH:4][CH:3]=1.Cl[C:12]1[N:17]=[C:16]([NH2:18])[N:15]=[C:14]([NH:19][CH:20]2[CH2:25][CH2:24][O:23][CH2:22][CH2:21]2)[CH:13]=1, predict the reaction product. The product is: [Cl:1][C:2]1[CH:7]=[CH:6][C:5]([C:12]2[N:17]=[C:16]([NH2:18])[N:15]=[C:14]([NH:19][CH:20]3[CH2:25][CH2:24][O:23][CH2:22][CH2:21]3)[CH:13]=2)=[CH:4][CH:3]=1. (2) Given the reactants C1COCC1.C([O:8][C:9](=[O:46])[CH2:10][CH2:11][N:12]([C:39]([O:41][C:42]([CH3:45])([CH3:44])[CH3:43])=[O:40])[CH2:13][C:14]([N:16]1[C:24]2[C:19](=[CH:20][C:21]([O:25][CH2:26][C:27]3[CH:32]=[CH:31][C:30]([CH2:33][CH3:34])=[C:29]([C:35]([F:38])([F:37])[F:36])[CH:28]=3)=[CH:22][CH:23]=2)[CH2:18][CH2:17]1)=[O:15])C.[OH-].[Na+].Cl, predict the reaction product. The product is: [C:42]([O:41][C:39]([N:12]([CH2:11][CH2:10][C:9]([OH:46])=[O:8])[CH2:13][C:14]([N:16]1[C:24]2[C:19](=[CH:20][C:21]([O:25][CH2:26][C:27]3[CH:32]=[CH:31][C:30]([CH2:33][CH3:34])=[C:29]([C:35]([F:38])([F:36])[F:37])[CH:28]=3)=[CH:22][CH:23]=2)[CH2:18][CH2:17]1)=[O:15])=[O:40])([CH3:43])([CH3:44])[CH3:45]. (3) Given the reactants Br[C:2]1[CH:3]=[C:4]([C:26]2[CH:27]=[CH:28][C:29]([Cl:41])=[C:30]3[C:34]=2[N:33]([CH3:35])[N:32]=[C:31]3[NH:36][S:37]([CH3:40])(=[O:39])=[O:38])[C:5]([C@@H:8]([NH:18][C:19](=[O:25])[O:20][C:21]([CH3:24])([CH3:23])[CH3:22])[CH2:9][C:10]2[CH:15]=[C:14]([F:16])[CH:13]=[C:12]([F:17])[CH:11]=2)=[N:6][CH:7]=1.C([O-])([O-])=O.[K+].[K+].[C:48]1(C)[CH:53]=[CH:52][CH:51]=[CH:50][CH:49]=1.CC(O)C, predict the reaction product. The product is: [Cl:41][C:29]1[CH:28]=[CH:27][C:26]([C:4]2[C:5]([C@@H:8]([NH:18][C:19](=[O:25])[O:20][C:21]([CH3:22])([CH3:23])[CH3:24])[CH2:9][C:10]3[CH:15]=[C:14]([F:16])[CH:13]=[C:12]([F:17])[CH:11]=3)=[N:6][CH:7]=[C:2]([C:48]3[CH:53]=[CH:52][CH:51]=[CH:50][CH:49]=3)[CH:3]=2)=[C:34]2[C:30]=1[C:31]([NH:36][S:37]([CH3:40])(=[O:38])=[O:39])=[N:32][N:33]2[CH3:35]. (4) Given the reactants [CH:1]([O:4][C:5]1[C:12]([O:13][CH:14]([CH3:16])[CH3:15])=[C:11]([O:17][CH3:18])[CH:10]=[CH:9][C:6]=1[CH:7]=[O:8])([CH3:3])[CH3:2].[CH3:19][Li], predict the reaction product. The product is: [CH:1]([O:4][C:5]1[C:12]([O:13][CH:14]([CH3:16])[CH3:15])=[C:11]([O:17][CH3:18])[CH:10]=[CH:9][C:6]=1[CH:7]([OH:8])[CH3:19])([CH3:3])[CH3:2]. (5) The product is: [NH2:17][C:18]1[CH:23]=[CH:22][C:21]([S:24][C:25]2[CH:30]=[CH:29][C:28]([C:31]([NH:32][C:33]3[CH:38]=[CH:37][C:36]([Cl:39])=[CH:35][N:34]=3)=[O:40])=[CH:27][C:26]=2[NH:41][C:42]2[C:43]3[CH:51]=[CH:50][C:49]([CH:52]([CH3:54])[CH3:53])=[N:48][C:44]=3[N:45]=[CH:46][N:47]=2)=[CH:20][CH:19]=1. Given the reactants C1C2C(COC(=O)[NH:17][C:18]3[CH:23]=[CH:22][C:21]([S:24][C:25]4[CH:30]=[CH:29][C:28]([C:31](=[O:40])[NH:32][C:33]5[CH:38]=[CH:37][C:36]([Cl:39])=[CH:35][N:34]=5)=[CH:27][C:26]=4[NH:41][C:42]4[C:43]5[CH:51]=[CH:50][C:49]([CH:52]([CH3:54])[CH3:53])=[N:48][C:44]=5[N:45]=[CH:46][N:47]=4)=[CH:20][CH:19]=3)C3C(=CC=CC=3)C=2C=CC=1.O.[OH-].[Li+].Cl, predict the reaction product. (6) Given the reactants C(OC(=O)C)(=O)C.[CH3:8][O:9][C:10]1[CH:11]=[C:12]([C:19]([OH:21])=[O:20])[C:13](=[CH:17][CH:18]=1)[C:14]([OH:16])=O, predict the reaction product. The product is: [CH3:8][O:9][C:10]1[CH:11]=[C:12]2[C:19](=[O:20])[O:21][C:14](=[O:16])[C:13]2=[CH:17][CH:18]=1.